Dataset: Serine/threonine kinase 33 screen with 319,792 compounds. Task: Binary Classification. Given a drug SMILES string, predict its activity (active/inactive) in a high-throughput screening assay against a specified biological target. (1) The drug is Clc1c(CSc2n(c(=O)c3c(n2)cccc3)C)c(F)ccc1. The result is 0 (inactive). (2) The drug is s1c(NC(=O)CCc2oc(cc2)CC)c(c(c1C)C)C(OCC)=O. The result is 0 (inactive). (3) The molecule is O=C(N1CCC(N2CCN(CC2)c2ccccc2)CC1)c1c(OC)cccc1. The result is 0 (inactive). (4) The drug is O=C1NCCCC1C(=O)N\N=C\c1ccccc1. The result is 0 (inactive).